The task is: Binary Classification. Given a miRNA mature sequence and a target amino acid sequence, predict their likelihood of interaction.. This data is from Experimentally validated miRNA-target interactions with 360,000+ pairs, plus equal number of negative samples. (1) The protein sequence of the target gene is MEVLPKALEVDERSPESKDLLPSQTASSLCISSRSESVWTTTPKSNWEIYHKPIIIMSVGAAILLFGVAITCVAYILEEKHKVVQVLRMIGPAFLSLGLMMLVCGLVWVPIIKKKQKQRQKSNFFQSLKFFLLNR. The miRNA is mmu-miR-692 with sequence AUCUCUUUGAGCGCCUCACUC. Result: 1 (interaction). (2) The miRNA is mmu-miR-669a-5p with sequence AGUUGUGUGUGCAUGUUCAUGUCU. The protein sequence of the target gene is MFKRHKSLASERKRALLSQRATRFILKDDMRNFHFLSKLVLSAGPLRPTPAVKHSKTTHFEIEIFDAQTRKQICILDKVTQSSTIHDVKQKFHKACPKWYPSRVGLQLECGGPFLKDYITIQSIAASSIVTLYATDLGQQVSWTTVFLAEYTGPLLIYLLFYLRIPCIYDGKESARRLRHPVVHLACFCHCIHYIRYLLETLFVHKVSAGHTPLKNLIMSCAFYWGFTSWIAYYINHPLYTPPSFGNRQITVSAINFLICEAGNHFINVMLSHPNHTGNNACFPSPNYNPFTWMFFLVSC.... Result: 0 (no interaction). (3) The miRNA is hsa-miR-381-3p with sequence UAUACAAGGGCAAGCUCUCUGU. The protein sequence of the target gene is MAAVAVLRNDSLQAFLQDRTPSASPDLGKHSPLALLAATCSRIGQPGAAAAPDFLQVPYDPALGSPSRLFHPWTADMPAHSPGALPPPHPSLGLTPQKTHLQPSFGAAHELPLTPPADPSYPYEFSPVKMLPSSMAALPASCAPAYVPYAAQAALPPGYSNLLPPPPPPPPPPTCRQLSPAPAPDDLPWWSIPQSGAGPGSSGVPGTSLSSACAGPPHAPRFPASAAAAAAAAAALQRGLVLGPSDFAQYQSQIAALLQTKAPLAATARRCRRCRCPNCQAAGGAPEAEPGKKKQHVCHV.... Result: 0 (no interaction). (4) The protein sequence of the target gene is MAARSAGSGGWEVVKRGRRPGASSGGRGGGGGSDRRALGEANGVLKYDLSSPIQTTSTLYERGFEKIMKRQNKEQVPPPAAESKKPINKKQPKKVTAVPSQNQKQGPFRRLEDALKALDVAALQKELDKSQSVFTGNPSVWLKDLASYLNYKLQTPRMEPTLSQYPHDYPYSLVSRELRGIIRGLLTKAAGSVELFFDHCLFTMLQELDKTPGESLHGYRICIQAVLQDKPKIVTSNLDKFLELLRSHQSRPAKCLTIMWALGQAGFTNLTEGLKVWLGIMLPVLGIKALSPFAIAYLDR.... The miRNA is cel-miR-1820-5p with sequence UUUUGAUUGUUUUUCGAUGAUGUUCG. Result: 0 (no interaction). (5) The miRNA is mmu-miR-874-3p with sequence CUGCCCUGGCCCGAGGGACCGA. The protein sequence of the target gene is MDVDAEREKITQEIKELERILDPGSSGSHVEISESSLESDSEADSLPSEDLDPADPPISEEERWGEASNDEDDPKDKTLPEDPETCLQLNMVYQEVIQEKLAEANLLLAQNREQQEELMRDLAGSKGTKVKDGKSLPPSTYMGHFMKPYFKDKVTGVGPPANEDTREKAAQGIKAFEELLVTKWKNWEKALLRKSVVSDRLQRLLQPKLLKLEYLHQKQSKVSSELERQALEKQGREAEKEIQDINQLPEEALLGNRLDSHDWEKISNINFEGSRSAEEIRKFWQNSEHPSINKQEWSRE.... Result: 0 (no interaction). (6) The miRNA is hsa-miR-6814-5p with sequence UCCCAAGGGUGAGAUGCUGCCA. The protein sequence of the target gene is MSTLLLNLDFGEPPPKKALEGNAKHRNFVKKRRLLERRGFLSKKNQPPSKAPKLHSEPSKKGETPTVDGTWKTPSFPKKKTAASSNGSGQPLDKKAAVSWLTPAPSKKADSVAAKVDLLGEFQSALPKINSHPTRSQKKSSQKKSSKKNHPQKNAPQNSTQAHSENKCSGASQKLPRKMVAIDCEMVGTGPKGHVSSLARCSIVNYNGDVLYDEYILPPCHIVDYRTRWSGIRKQHMVNATPFKIARGQILKILTGKIVVGHAIHNDFKALQYFHPKSLTRDTSHIPPLNRKADCPENAT.... Result: 1 (interaction). (7) The miRNA is hsa-miR-8082 with sequence UGAUGGAGCUGGGAAUACUCUG. The protein sequence of the target gene is MVVFGYEAGTKPRDSGVVPVGTEEAPKVFKMAASMHGQPSPSLEDAKLRRPMVIEIIEKNFDYLRKEMTQNIYQMATFGTTAGFSGIFSNFLFRRCFKVKHDALKTYASLATLPFLSTVVTDKLFVIDALYSDNISKENCVFRSSLIGIVCGVFYPSSLAFTKNGRLATKYHTVPLPPKGRVLIHWMTLCQTQMKLMAIPLVFQIMFGILNGLYHYAVFEETLEKTIHEE. Result: 0 (no interaction).